Task: Regression/Classification. Given a drug SMILES string, predict its absorption, distribution, metabolism, or excretion properties. Task type varies by dataset: regression for continuous measurements (e.g., permeability, clearance, half-life) or binary classification for categorical outcomes (e.g., BBB penetration, CYP inhibition). Dataset: cyp1a2_veith.. Dataset: CYP1A2 inhibition data for predicting drug metabolism from PubChem BioAssay (1) The compound is COc1ccc(Oc2ncc3nc(-c4cccc(C#N)c4)c(=O)n(Cc4cccc(OC)c4)c3n2)cc1. The result is 0 (non-inhibitor). (2) The compound is Cc1ccc(C(=O)c2ccc(CC(=O)[O-])n2C)cc1.O.O.[Na+]. The result is 0 (non-inhibitor). (3) The drug is O=C(O)Cc1c[nH]c2ccc(O)cc12. The result is 0 (non-inhibitor). (4) The compound is NCc1ccc(S(N)(=O)=O)cc1. The result is 0 (non-inhibitor).